Dataset: Full USPTO retrosynthesis dataset with 1.9M reactions from patents (1976-2016). Task: Predict the reactants needed to synthesize the given product. (1) The reactants are: [CH2:1]([N:5]([CH2:26][CH2:27][CH2:28][CH3:29])[C:6]1[CH:18]=[C:17]2[C:9]([C:10]3[CH:11]=[CH:12][C:13]([C:19]4[S:23][C:22]([CH:24]=O)=[CH:21][CH:20]=4)=[CH:14][C:15]=3[CH2:16]2)=[CH:8][CH:7]=1)[CH2:2][CH2:3][CH3:4].[C:30]([CH2:32][C:33]([OH:35])=[O:34])#[N:31].N1CCCCC1. Given the product [C:30]([C:32](=[CH:24][C:22]1[S:23][C:19]([C:13]2[CH:12]=[CH:11][C:10]3[C:9]4[C:17](=[CH:18][C:6]([N:5]([CH2:1][CH2:2][CH2:3][CH3:4])[CH2:26][CH2:27][CH2:28][CH3:29])=[CH:7][CH:8]=4)[CH2:16][C:15]=3[CH:14]=2)=[CH:20][CH:21]=1)[C:33]([OH:35])=[O:34])#[N:31], predict the reactants needed to synthesize it. (2) The reactants are: [F:1][C:2]1[CH:3]=[C:4]([C:8]2[C@:9]3([CH2:25][CH2:24][C@H:23]4[C@@H:14]([CH2:15][CH2:16][C:17]5[CH:18]=[C:19]([C:26](O)=[O:27])[CH:20]=[CH:21][C:22]=54)[C@@H:11]3[CH2:12][CH:13]=2)[CH3:10])[CH:5]=[N:6][CH:7]=1.[NH2:29][C@@H:30]([CH2:33][CH3:34])[CH2:31][OH:32]. Given the product [F:1][C:2]1[CH:3]=[C:4]([C:8]2[C@:9]3([CH2:25][CH2:24][C@H:23]4[C@@H:14]([CH2:15][CH2:16][C:17]5[CH:18]=[C:19]([C:26]([NH:29][C@H:30]([CH2:31][OH:32])[CH2:33][CH3:34])=[O:27])[CH:20]=[CH:21][C:22]=54)[C@@H:11]3[CH2:12][CH:13]=2)[CH3:10])[CH:5]=[N:6][CH:7]=1, predict the reactants needed to synthesize it. (3) Given the product [C:1]([O:4][CH2:5][C:6]1[C:11]([C:38]2[N:39]=[C:40]([NH:46][C:47]3[CH:48]=[C:49]4[C:54](=[CH:55][CH:56]=3)[CH2:53][N:52]([CH3:57])[CH2:51][CH2:50]4)[C:41](=[O:45])[N:42]([CH3:44])[CH:43]=2)=[CH:10][C:9]([F:21])=[CH:8][C:7]=1[N:22]1[CH2:33][CH2:32][C:31]2[C:30]3[CH2:29][C:28]([CH3:35])([CH3:34])[CH2:27][C:26]=3[S:25][C:24]=2[C:23]1=[O:36])(=[O:3])[CH3:2], predict the reactants needed to synthesize it. The reactants are: [C:1]([O:4][CH2:5][C:6]1[C:11](B2OC(C)(C)C(C)(C)O2)=[CH:10][C:9]([F:21])=[CH:8][C:7]=1[N:22]1[CH2:33][CH2:32][C:31]2[C:30]3[CH2:29][C:28]([CH3:35])([CH3:34])[CH2:27][C:26]=3[S:25][C:24]=2[C:23]1=[O:36])(=[O:3])[CH3:2].Br[C:38]1[N:39]=[C:40]([NH:46][C:47]2[CH:48]=[C:49]3[C:54](=[CH:55][CH:56]=2)[CH2:53][N:52]([CH3:57])[CH2:51][CH2:50]3)[C:41](=[O:45])[N:42]([CH3:44])[CH:43]=1.CC(O[Na])=O.[O-]P([O-])([O-])=O.[K+].[K+].[K+]. (4) Given the product [CH2:11]([C:9]1[S:8][C:6]2[N:7]=[C:2]([NH:34][CH2:28][C:29]3[O:33][CH:32]=[CH:31][CH:30]=3)[N:3]=[C:4]([N:13]3[CH2:18][CH2:17][N:16]([C:19](=[O:27])[CH2:20][C:21]4[CH:26]=[CH:25][CH:24]=[CH:23][CH:22]=4)[CH2:15][CH2:14]3)[C:5]=2[CH:10]=1)[CH3:12], predict the reactants needed to synthesize it. The reactants are: Cl[C:2]1[N:3]=[C:4]([N:13]2[CH2:18][CH2:17][N:16]([C:19](=[O:27])[CH2:20][C:21]3[CH:26]=[CH:25][CH:24]=[CH:23][CH:22]=3)[CH2:15][CH2:14]2)[C:5]2[CH:10]=[C:9]([CH2:11][CH3:12])[S:8][C:6]=2[N:7]=1.[CH2:28]([NH2:34])[C:29]1[O:33][CH:32]=[CH:31][CH:30]=1. (5) The reactants are: [F:1][C:2]1[CH:34]=[CH:33][C:5]([CH2:6][O:7][C@H:8]([C@H:13]2[O:21][C@H:20]3[C@H:16]([N:17]=[C:18]([N:22]([CH3:30])[C:23](=[O:29])[O:24][C:25]([CH3:28])([CH3:27])[CH3:26])[S:19]3)[C@@H:15]([OH:31])[C@@H:14]2[OH:32])[C:9]([F:12])([F:11])[F:10])=[CH:4][CH:3]=1.CO[C:37]([CH3:39])=[CH2:38].CC1C=CC(S(O)(=O)=O)=CC=1. Given the product [CH3:38][C:37]1([CH3:39])[O:31][C@H:15]2[C@@H:14]([C@@H:13]([C@H:8]([O:7][CH2:6][C:5]3[CH:4]=[CH:3][C:2]([F:1])=[CH:34][CH:33]=3)[C:9]([F:10])([F:12])[F:11])[O:21][C@H:20]3[C@@H:16]2[N:17]=[C:18]([N:22]([CH3:30])[C:23](=[O:29])[O:24][C:25]([CH3:26])([CH3:27])[CH3:28])[S:19]3)[O:32]1, predict the reactants needed to synthesize it. (6) The reactants are: I[C:2]1[C:6]2[C:7]([O:11][CH:12]3[CH2:17][CH2:16][O:15][CH2:14][CH2:13]3)=[N:8][CH:9]=[CH:10][C:5]=2[N:4](C(C2C=CC=CC=2)(C2C=CC=CC=2)C2C=CC=CC=2)[N:3]=1.N1C=C([C:42]2[C:46]3C(OC4CCOCC4)=NC=C[C:45]=3[N:44]([C:58]([C:71]3[CH:76]=[CH:75]C=CC=3)(C3C=CC=CC=3)C3C=CC=CC=3)[N:43]=2)C=N1.BrCC1CC1. Given the product [CH:71]1([CH2:58][N:44]2[CH:45]=[C:46]([C:2]3[C:6]4[C:7]([O:11][CH:12]5[CH2:13][CH2:14][O:15][CH2:16][CH2:17]5)=[N:8][CH:9]=[CH:10][C:5]=4[NH:4][N:3]=3)[CH:42]=[N:43]2)[CH2:76][CH2:75]1, predict the reactants needed to synthesize it. (7) Given the product [Cl:5][C:6]1[CH:7]=[CH:8][C:9]2[O:20][C:21]3[CH:26]=[CH:25][CH:24]=[CH:23][C:22]=3[C:16]3[CH2:15][N:14]([CH3:18])[C:13](=[O:19])[C:12]=3[C:10]=2[CH:11]=1, predict the reactants needed to synthesize it. The reactants are: [Cl-].[Al+3].[Cl-].[Cl-].[Cl:5][C:6]1[CH:7]=[CH:8][C:9]([O:20][C:21]2[CH:26]=[CH:25][CH:24]=[CH:23][CH:22]=2)=[C:10]([CH:12]2[C:16](=O)[CH2:15][N:14]([CH3:18])[C:13]2=[O:19])[CH:11]=1.O.Cl. (8) Given the product [F:18][C:19]([F:24])([F:23])[C:20]([OH:22])=[O:21].[NH2:7][C@@H:8]([C:10]1[O:11][CH:12]=[C:13]([CH2:15][OH:16])[N:14]=1)[CH3:9], predict the reactants needed to synthesize it. The reactants are: C(OC(=O)[NH:7][C@@H:8]([C:10]1[O:11][CH:12]=[C:13]([CH2:15][OH:16])[N:14]=1)[CH3:9])(C)(C)C.[F:18][C:19]([F:24])([F:23])[C:20]([OH:22])=[O:21]. (9) Given the product [Cl:10][CH2:11][C@@H:12]([OH:22])[CH2:13][C@@H:14]([OH:21])[CH2:15][C:16]([O:18][CH2:19][CH3:20])=[O:17], predict the reactants needed to synthesize it. The reactants are: C(B(CC)OC)C.[BH4-].[Na+].[Cl:10][CH2:11][C@@H:12]([OH:22])[CH2:13][C:14](=[O:21])[CH2:15][C:16]([O:18][CH2:19][CH3:20])=[O:17].